From a dataset of NCI-60 drug combinations with 297,098 pairs across 59 cell lines. Regression. Given two drug SMILES strings and cell line genomic features, predict the synergy score measuring deviation from expected non-interaction effect. Synergy scores: CSS=12.8, Synergy_ZIP=-1.63, Synergy_Bliss=0.225, Synergy_Loewe=-36.7, Synergy_HSA=-6.24. Drug 2: C1=NC2=C(N=C(N=C2N1C3C(C(C(O3)CO)O)F)Cl)N. Cell line: COLO 205. Drug 1: CC1=C(C=C(C=C1)NC(=O)C2=CC=C(C=C2)CN3CCN(CC3)C)NC4=NC=CC(=N4)C5=CN=CC=C5.